From a dataset of Full USPTO retrosynthesis dataset with 1.9M reactions from patents (1976-2016). Predict the reactants needed to synthesize the given product. (1) Given the product [CH3:1][O:2][C:3](=[O:16])[C:4]1[CH:9]=[C:8]([CH2:10][Br:17])[CH:7]=[CH:6][C:5]=1[NH:11][C:12](=[O:15])[CH2:13][CH3:14], predict the reactants needed to synthesize it. The reactants are: [CH3:1][O:2][C:3](=[O:16])[C:4]1[CH:9]=[C:8]([CH3:10])[CH:7]=[CH:6][C:5]=1[NH:11][C:12](=[O:15])[CH2:13][CH3:14].[Br:17]N1C(C)(C)C(=O)N(Br)C1=O. (2) Given the product [Cl:1][C:2]1[CH:3]=[N:4][C:5]2[N:6]([N:8]=[C:9]([C:11]([N:22]3[CH2:23][CH:24]=[C:19]([C:15]4[S:14][CH:18]=[CH:17][CH:16]=4)[CH2:20][CH2:21]3)=[O:13])[CH:10]=2)[CH:7]=1, predict the reactants needed to synthesize it. The reactants are: [Cl:1][C:2]1[CH:3]=[N:4][C:5]2[N:6]([N:8]=[C:9]([C:11]([OH:13])=O)[CH:10]=2)[CH:7]=1.[S:14]1[CH:18]=[CH:17][CH:16]=[C:15]1[C:19]1[CH2:20][CH2:21][NH:22][CH2:23][CH:24]=1. (3) Given the product [F:16][CH:17]1[C:22]2([NH:1][C:2]3[CH:6]=[C:5]([C:7]4[CH:8]=[N:9][NH:10][C:11]=4[CH3:12])[S:4][C:3]=3[C:13](=[O:14])[NH:15]2)[CH2:21][CH2:20][CH2:19][CH2:18]1, predict the reactants needed to synthesize it. The reactants are: [NH2:1][C:2]1[CH:6]=[C:5]([C:7]2[CH:8]=[N:9][NH:10][C:11]=2[CH3:12])[S:4][C:3]=1[C:13]([NH2:15])=[O:14].[F:16][CH:17]1[CH2:22][CH2:21][CH2:20][CH2:19][C:18]1=O.CC1(C)C2(CS(O)(=O)=O)C(CC1CC2)=O.[O-]S([O-])(=O)=O.[Mg+2].C([O-])(O)=O.[Na+]. (4) Given the product [C:9]([O:13][C:14]([N:16]1[CH2:23][CH2:22][C:19]([OH:21])([CH2:20][N:6]2[CH:7]=[CH:8][C:4]([N+:1]([O-:3])=[O:2])=[N:5]2)[CH2:18][CH2:17]1)=[O:15])([CH3:12])([CH3:10])[CH3:11], predict the reactants needed to synthesize it. The reactants are: [N+:1]([C:4]1[CH:8]=[CH:7][NH:6][N:5]=1)([O-:3])=[O:2].[C:9]([O:13][C:14]([N:16]1[CH2:23][CH2:22][C:19]2([O:21][CH2:20]2)[CH2:18][CH2:17]1)=[O:15])([CH3:12])([CH3:11])[CH3:10].C(=O)([O-])[O-].[K+].[K+]. (5) Given the product [Cl:1][C:2]([Cl:7])([Cl:6])[C:3]([C:35]1[N:27]2[C:26]([CH2:25][N:24]([C:22]([C:19]3[CH:20]=[CH:21][C:16]([C:11]4[CH:12]=[CH:13][CH:14]=[CH:15][C:10]=4[O:9][CH3:8])=[CH:17][CH:18]=3)=[O:23])[C:30]3[CH:31]=[CH:32][CH:33]=[CH:34][C:29]=3[CH2:28]2)=[CH:37][CH:36]=1)=[O:4], predict the reactants needed to synthesize it. The reactants are: [Cl:1][C:2]([Cl:7])([Cl:6])[C:3](Cl)=[O:4].[CH3:8][O:9][C:10]1[CH:15]=[CH:14][CH:13]=[CH:12][C:11]=1[C:16]1[CH:21]=[CH:20][C:19]([C:22]([N:24]2[C:30]3[CH:31]=[CH:32][CH:33]=[CH:34][C:29]=3[CH2:28][N:27]3[CH:35]=[CH:36][CH:37]=[C:26]3[CH2:25]2)=[O:23])=[CH:18][CH:17]=1.C(N(CC)C(C)C)(C)C. (6) Given the product [C:7]([SiH2:11][O:12][C:13]([CH3:25])([CH3:24])[C:14]1[CH:15]=[C:16]([CH:20]=[CH:21][C:22]=1[Cl:23])[CH2:17][NH2:18])([CH3:10])([CH3:8])[CH3:9], predict the reactants needed to synthesize it. The reactants are: [H-].[H-].[H-].[H-].[Li+].[Al+3].[C:7]([SiH2:11][O:12][C:13]([CH3:25])([CH3:24])[C:14]1[CH:15]=[C:16]([CH:20]=[CH:21][C:22]=1[Cl:23])[CH:17]=[N:18]O)([CH3:10])([CH3:9])[CH3:8].C(C(C(C([O-])=O)O)O)([O-])=O.[Na+].[K+]. (7) Given the product [Br:11][C:7]1[CH:6]=[C:5]2[C:4](=[C:9]([Cl:10])[CH:8]=1)[C:3](=[O:14])[N:27]([CH2:26][C:25]1[CH:28]=[CH:29][C:22]([O:15][C:16]3[CH:17]=[CH:18][CH:19]=[CH:20][CH:21]=3)=[CH:23][CH:24]=1)[CH2:12]2, predict the reactants needed to synthesize it. The reactants are: CO[C:3](=[O:14])[C:4]1[C:9]([Cl:10])=[CH:8][C:7]([Br:11])=[CH:6][C:5]=1[CH2:12]Br.[O:15]([C:22]1[CH:29]=[CH:28][C:25]([CH2:26][NH2:27])=[CH:24][CH:23]=1)[C:16]1[CH:21]=[CH:20][CH:19]=[CH:18][CH:17]=1.C([O-])([O-])=O.[K+].[K+].C(OCC)(=O)C.